From a dataset of Reaction yield outcomes from USPTO patents with 853,638 reactions. Predict the reaction yield, written as a fraction of the theoretical maximum amount of product (1.0 means a 100% yield; for example, 0.34 means a 34% yield). (1) The reactants are [CH3:1][O:2][C:3]1[CH:4]=[C:5]([CH2:11][CH2:12][C:13]2[CH:14]=[C:15]([NH:18][C:19](=[O:27])[C:20]3[CH:25]=[CH:24][C:23](F)=[CH:22][CH:21]=3)[NH:16][N:17]=2)[CH:6]=[C:7]([O:9][CH3:10])[CH:8]=1.[CH3:28][C:29]1([CH3:35])[CH2:34][NH:33][CH2:32][CH2:31][NH:30]1.C(=O)([O-])[O-].[K+].[K+]. The catalyst is CS(C)=O. The product is [CH3:1][O:2][C:3]1[CH:4]=[C:5]([CH2:11][CH2:12][C:13]2[CH:14]=[C:15]([NH:18][C:19](=[O:27])[C:20]3[CH:25]=[CH:24][C:23]([N:33]4[CH2:32][CH2:31][NH:30][C:29]([CH3:35])([CH3:28])[CH2:34]4)=[CH:22][CH:21]=3)[NH:16][N:17]=2)[CH:6]=[C:7]([O:9][CH3:10])[CH:8]=1. The yield is 0.0200. (2) The product is [CH3:24][C:18]1([CH2:17][O:16][C:3]2[C:2]([CH:25]=[CH2:26])=[CH:7][N:6]3[C:8]([NH:11][S:12]([CH3:15])(=[O:14])=[O:13])=[N:9][N:10]=[C:5]3[CH:4]=2)[CH2:23][CH2:22][CH2:21][CH2:20][CH2:19]1. The catalyst is C1(C)C=CC=CC=1.[Pd].C1(P(C2C=CC=CC=2)C2C=CC=CC=2)C=CC=CC=1.C1(P(C2C=CC=CC=2)C2C=CC=CC=2)C=CC=CC=1.C1(P(C2C=CC=CC=2)C2C=CC=CC=2)C=CC=CC=1.C1(P(C2C=CC=CC=2)C2C=CC=CC=2)C=CC=CC=1. The reactants are Br[C:2]1[C:3]([O:16][CH2:17][C:18]2([CH3:24])[CH2:23][CH2:22][CH2:21][CH2:20][CH2:19]2)=[CH:4][C:5]2[N:6]([C:8]([NH:11][S:12]([CH3:15])(=[O:14])=[O:13])=[N:9][N:10]=2)[CH:7]=1.[CH2:25]([Sn](CCCC)(CCCC)C=C)[CH2:26]CC. The yield is 0.240. (3) The reactants are [S:1]1[CH2:6][CH2:5][C:4](=[O:7])[CH2:3][CH2:2]1.[Li+].CC([N-]C(C)C)C.C1C=CC(N([S:23]([C:26]([F:29])([F:28])[F:27])(=[O:25])=[O:24])[S:23]([C:26]([F:29])([F:28])[F:27])(=[O:25])=[O:24])=CC=1.CCOC(C)=O. The catalyst is C1COCC1. The product is [S:1]1[CH2:6][CH:5]=[C:4]([O:7][S:23]([C:26]([F:29])([F:28])[F:27])(=[O:25])=[O:24])[CH2:3][CH2:2]1. The yield is 0.380.